This data is from Full USPTO retrosynthesis dataset with 1.9M reactions from patents (1976-2016). The task is: Predict the reactants needed to synthesize the given product. Given the product [Cl:8][C:6]1[N:5]=[CH:4][N:3]=[C:2]([N:23]2[CH2:22][CH2:21][N:20]([C:24]([O:26][C:27]([CH3:29])([CH3:28])[CH3:30])=[O:25])[CH2:19][CH:18]2[CH:15]([CH3:17])[CH3:16])[N:7]=1, predict the reactants needed to synthesize it. The reactants are: Cl[C:2]1[N:7]=[C:6]([Cl:8])[N:5]=[CH:4][N:3]=1.C(=O)([O-])[O-].[K+].[K+].[CH:15]([CH:18]1[NH:23][CH2:22][CH2:21][N:20]([C:24]([O:26][C:27]([CH3:30])([CH3:29])[CH3:28])=[O:25])[CH2:19]1)([CH3:17])[CH3:16].